Binary Classification. Given a miRNA mature sequence and a target amino acid sequence, predict their likelihood of interaction. From a dataset of Experimentally validated miRNA-target interactions with 360,000+ pairs, plus equal number of negative samples. (1) The miRNA is mmu-miR-497a-5p with sequence CAGCAGCACACUGUGGUUUGUA. The protein sequence of the target gene is MTLNTEQEAKTPLHRRASTPLPLSPRGHQPGRLSTVPSTQSQHPRLGQSASLNPPTQKPSPAPDDWSSESSDSEGSWEALYRVVLLGDPGVGKTSLASLFAGKQERDLHEQLGEDVYERTLTVDGEDTTLVVVDTWEAEKLDKSWSQESCLQGGSAYVIVYSIADRGSFESASELRIQLRRTHQADHVPIILVGNKADLARCREVSVEEGRACAVVFDCKFIETSATLQHNVAELFEGVVRQLRLRRRDSAAKEPPAPRRPASLAQRARRFLARLTARSARRRALKARSKSCHNLAVL. Result: 0 (no interaction). (2) The miRNA is hsa-miR-3120-3p with sequence CACAGCAAGUGUAGACAGGCA. The protein sequence of the target gene is MAASGKLSTCRLPPLPTIREIIKLLRLQAAKQLSQNFLLDLRLTDKIVRKAGNLTNAYVYEVGPGPGGITRSILNADVAELLVVEKDTRFIPGLQMLSDAAPGKLRIVHGDVLTFKVEKAFSESLKRPWEDDPPNVHIIGNLPFSVSTPLIIKWLENISCRDGPFVYGRTQMTLTFQKEVAERLAANTGSKQRSRLSVMAQYLCNVRHIFTIPGQAFVPKPEVDVGVVHFTPLIQPKIEQPFKLVEKVVQNVFQFRRKYCHRGLRMLFPEAQRLESTGRLLELADIDPTLRPRQLSISHF.... Result: 0 (no interaction). (3) The miRNA is mmu-miR-6997-3p with sequence UCAAACCUUACCCUCCUGUUUCC. The protein sequence of the target gene is MDVNLAPLRAWDDFFPGSDRFARPDFRDISKWNNRVVSNLLYYQTNYLVVAAMMISVVGFLSPFNMILGGVIVVLVFMGFVWAAHNKDILRRMKKQYPTAFVMVVMLASYFLISMFGGVMVFVFGITLPLLLMFIHASLRLRNLKNKLENKMEGIGLKKTPMGIILDALEQQEDNINKFADYISKARE. Result: 0 (no interaction). (4) The miRNA is mmu-miR-1896 with sequence CUCUCUGAUGGUGGGUGAGGAG. The protein sequence of the target gene is MAALTRNPQFQKLLEWHRANSANLKLRELFEADPERFNNFSLNLNTNHGHILVDYSKNLVNKEVMQMLVELAKSRGVEAARDNMFSGSKINYTENRAVLHVALRNRSNTPIKVDGKDVMPEVNRVLDKMKSFCQRVRSGDWKGYTGKSITDIINIGIGGSDLGPLMVTEALKPYSKGGPRVWFVSNIDGTHIAKTLASLSPETSLFIIASKTFTTQETITNAETAKEWFLEAAKDPSAVAKHFVALSTNTAKVKEFGIDPQNMFEFWDWVGGRYSLWSAIGLSIALHVGFDHFEQLLSGA.... Result: 1 (interaction). (5) The miRNA is mmu-miR-6913-3p with sequence UCUCUACUGAUUUGUCUCCUCAG. The protein sequence of the target gene is MAGAEGFQYRAVYPFRRERPEDLELLPGDLLVVSRVALQALGVADGGERCPHNVGWMPGFNERTRQRGDFPGTYVEFLGPVALARPGPRPRGPRPLPARPLDGSSESGHILPDLAEQFSPPDPAPPILVKLVEAIEQAELDSECYSKPELPATRTDWSLSDLEQWDRTALYDAVKGFLLALPAAVVTPEAAAEAYRALREVAGPVGLVLEPPTLPLHQALTLRFLLQHLGRVARRAPSPDTAVHALASAFGPLLLRIPPSGGEGDGSEPVPDFPVLLLERLVQEHVEEQDAAPPALPPKP.... Result: 0 (no interaction). (6) The miRNA is hsa-miR-3934-5p with sequence UCAGGUGUGGAAACUGAGGCAG. The protein sequence of the target gene is MEGSSSYEVPSVAAADLEEGAGQTRSLPATPSKDVHKGVGGIIFSSSPILDLSESGLCRLEEVFRIPSLQQLHLQRNALCVIPQDFFQLLPNLTWLDLRYNRIKALPSGIGAHQHLKTLLLERNPIKMLPVELGSVTTLKALNLRHCPLEFPPQLVVQKGLVAIQRFLRMWAVEHSLPRNPTSQEAPPVREMTLRDLPSPGLELSGDHASNQGAVNAQDPEGAVMKEKASFLPPVEKPDLSELRKSADSSENWPSEEEIRRFWKLRQEIVEHVKADVLGDQLLTRELPPNLKAALNIEKE.... Result: 0 (no interaction). (7) The miRNA is gga-miR-103-3p with sequence AGCAGCAUUGUACAGGGCUAUGA. The protein sequence of the target gene is MPVKRSLKLDGLLEENSFDPSKITRKKSVITYSPTTGTCQMSLFASPTSSEEQKHRNGLSNEKRKKLNHPSLTESKESTTKDNDEFMMLLSKVEKLSEEIMEIMQNLSSIQALEGSRELENLIGISCASHFLKREMQKTKELMTKVNKQKLFEKSTGLPHKASRHLDSYEFLKAILN. Result: 0 (no interaction). (8) The miRNA is hsa-miR-4633-3p with sequence AGGAGCUAGCCAGGCAUAUGCA. The protein sequence of the target gene is MHPAAFPLPVVVATVLWGAAPVRGLIRATSEHNASMDFADLPALFGATLSDEGLQGFLVEAHPENACGPIAPPPSAPVNGSVFIALLRRFDCNFDLKVLNAQKAGYGAAVVHNVNSNELLNMVWNSEEIQQQIWIPSVFIGERSAEYLRALFVYEKGARVLLVPDNSFPLGYYLIPFTGIVGLLVLAMGTVLIVRCIQHRKRLQRNRLTKEQLKQIPTHDYQKGDEYDVCAICLDEYEDGDKLRVLPCAHAYHSRCVDPWLTQTRKTCPICKQPVHRGPGDEEQEEETQEQEEGDEGEPR.... Result: 0 (no interaction).